From a dataset of Reaction yield outcomes from USPTO patents with 853,638 reactions. Predict the reaction yield, written as a fraction of the theoretical maximum amount of product (1.0 means a 100% yield; for example, 0.34 means a 34% yield). (1) The reactants are Br[C:2]1[CH:7]=[CH:6][C:5]([F:8])=[CH:4][C:3]=1[C:9]1[N:10]=[N:11][N:12]([CH3:14])[N:13]=1.[C:15]([Cu])#[N:16]. The catalyst is CN(C)C=O. The product is [F:8][C:5]1[CH:6]=[CH:7][C:2]([C:15]#[N:16])=[C:3]([C:9]2[N:10]=[N:11][N:12]([CH3:14])[N:13]=2)[CH:4]=1. The yield is 0.730. (2) The reactants are [CH3:1][O:2][C:3]1[CH:4]=[C:5]([CH:10]=[CH:11][C:12]=1[C:13]1[C:17]([CH3:18])=[CH:16][S:15][CH:14]=1)[C:6]([O:8]C)=[O:7].[OH-].[Na+]. The catalyst is CCO.O. The product is [CH3:1][O:2][C:3]1[CH:4]=[C:5]([CH:10]=[CH:11][C:12]=1[C:13]1[C:17]([CH3:18])=[CH:16][S:15][CH:14]=1)[C:6]([OH:8])=[O:7]. The yield is 0.830.